From a dataset of Forward reaction prediction with 1.9M reactions from USPTO patents (1976-2016). Predict the product of the given reaction. (1) Given the reactants [OH:1][C:2]1[CH:15]=[CH:14][CH:13]=[C:12]2[C:3]=1[O:4][C:5]1[CH:6]=[C:7]([C:22]3[CH:27]=[CH:26][CH:25]=[CH:24][C:23]=3[NH:28][C:29](=[O:31])[CH3:30])[CH:8]=[CH:9][C:10]=1[CH:11]2[CH:16]1[CH2:21][CH2:20][NH:19][CH2:18][CH2:17]1.C(N(CC)[C:35]([C:37]1C=C[C:40]2[CH:35](C3CCNCC3)[C:37]3C(O[C:49]=2[CH:50]=1)=C[CH:40]=[CH:49][CH:50]=3)=O)C.[S:59]1C=CC=C1C=O.O1C=CC(C=O)=C1.C(O[BH-](OC(=O)C)OC(=O)C)(=O)C.[Na+].C(O[BH-](OC(=O)C)OC(=O)C)(=O)C.C([N+](CCCC)(CCCC)CCCC)CCC.C(N(C(C)C)CC)(C)C.C(O)(C(F)(F)F)=O, predict the reaction product. The product is: [OH:1][C:2]1[CH:15]=[CH:14][CH:13]=[C:12]2[C:3]=1[O:4][C:5]1[CH:6]=[C:7]([C:22]3[CH:27]=[CH:26][CH:25]=[CH:24][C:23]=3[NH:28][C:29](=[O:31])[CH3:30])[CH:8]=[CH:9][C:10]=1[CH:11]2[CH:16]1[CH2:21][CH2:20][N:19]([CH2:35][C:37]2[S:59][CH:40]=[CH:49][CH:50]=2)[CH2:18][CH2:17]1. (2) Given the reactants [Br-].[CH2:2]([Li])[CH2:3][CH2:4][CH3:5].[CH2:7]([O:14][C:15]1[CH:16]=[C:17]([CH:20]=[CH:21][CH:22]=1)[CH:18]=O)[C:8]1[CH:13]=[CH:12][CH:11]=[CH:10][CH:9]=1.Cl.[CH2:24](OCC)C, predict the reaction product. The product is: [CH2:7]([O:14][C:15]1[CH:22]=[CH:21][CH:20]=[C:17]([CH:18]=[C:2]2[CH2:24][CH2:5][CH2:4][CH2:3]2)[CH:16]=1)[C:8]1[CH:13]=[CH:12][CH:11]=[CH:10][CH:9]=1. (3) Given the reactants [F:1][C:2]1[CH:7]=[CH:6][C:5]([C:8]([C:10]2[N:19]=[C:18]([NH:20][C:21]3[CH:25]=[C:24]([CH3:26])[NH:23][N:22]=3)[C:17]3[C:12](=[CH:13][CH:14]=[CH:15][CH:16]=3)[N:11]=2)=[O:9])=[CH:4][C:3]=1[O:27]C.B(Br)(Br)Br.C(Cl)Cl.O, predict the reaction product. The product is: [F:1][C:2]1[CH:7]=[CH:6][C:5]([C:8]([C:10]2[N:19]=[C:18]([NH:20][C:21]3[CH:25]=[C:24]([CH3:26])[NH:23][N:22]=3)[C:17]3[C:12](=[CH:13][CH:14]=[CH:15][CH:16]=3)[N:11]=2)=[O:9])=[CH:4][C:3]=1[OH:27]. (4) Given the reactants [CH2:1]([N:4]1[CH2:10][CH2:9][C:8]2[CH:11]=[CH:12][C:13]([NH2:15])=[CH:14][C:7]=2[CH2:6][CH2:5]1)[CH2:2][CH3:3].[C:16]([NH:19][C:20]1[CH:25]=[CH:24][C:23]([S:26](Cl)(=[O:28])=[O:27])=[CH:22][CH:21]=1)(=[O:18])[CH3:17].C(N(CC)CC)C.Cl.[OH-].[Na+], predict the reaction product. The product is: [CH2:1]([N:4]1[CH2:10][CH2:9][C:8]2[CH:11]=[CH:12][C:13]([NH:15][S:26]([C:23]3[CH:22]=[CH:21][C:20]([NH:19][C:16](=[O:18])[CH3:17])=[CH:25][CH:24]=3)(=[O:28])=[O:27])=[CH:14][C:7]=2[CH2:6][CH2:5]1)[CH2:2][CH3:3].